Dataset: NCI-60 drug combinations with 297,098 pairs across 59 cell lines. Task: Regression. Given two drug SMILES strings and cell line genomic features, predict the synergy score measuring deviation from expected non-interaction effect. (1) Drug 1: C1=CC(=CC=C1CCCC(=O)O)N(CCCl)CCCl. Drug 2: C1=CC=C(C=C1)NC(=O)CCCCCCC(=O)NO. Cell line: COLO 205. Synergy scores: CSS=37.0, Synergy_ZIP=-1.36, Synergy_Bliss=-1.99, Synergy_Loewe=1.11, Synergy_HSA=1.15. (2) Drug 1: CC1=C(C(CCC1)(C)C)C=CC(=CC=CC(=CC(=O)O)C)C. Drug 2: B(C(CC(C)C)NC(=O)C(CC1=CC=CC=C1)NC(=O)C2=NC=CN=C2)(O)O. Cell line: OVCAR-4. Synergy scores: CSS=20.8, Synergy_ZIP=0.0000261, Synergy_Bliss=1.49, Synergy_Loewe=-21.3, Synergy_HSA=0.393. (3) Drug 1: C1=NC2=C(N=C(N=C2N1C3C(C(C(O3)CO)O)F)Cl)N. Drug 2: CN(CCCl)CCCl.Cl. Cell line: MDA-MB-231. Synergy scores: CSS=26.1, Synergy_ZIP=-1.12, Synergy_Bliss=4.47, Synergy_Loewe=-1.52, Synergy_HSA=-1.04. (4) Drug 1: CC1OCC2C(O1)C(C(C(O2)OC3C4COC(=O)C4C(C5=CC6=C(C=C35)OCO6)C7=CC(=C(C(=C7)OC)O)OC)O)O. Drug 2: C1=NC2=C(N1)C(=S)N=C(N2)N. Cell line: RXF 393. Synergy scores: CSS=32.5, Synergy_ZIP=-3.57, Synergy_Bliss=-3.35, Synergy_Loewe=-1.58, Synergy_HSA=0.959. (5) Drug 1: CC1C(C(CC(O1)OC2CC(CC3=C2C(=C4C(=C3O)C(=O)C5=C(C4=O)C(=CC=C5)OC)O)(C(=O)C)O)N)O.Cl. Drug 2: CC1=CC2C(CCC3(C2CCC3(C(=O)C)OC(=O)C)C)C4(C1=CC(=O)CC4)C. Cell line: PC-3. Synergy scores: CSS=36.5, Synergy_ZIP=4.42, Synergy_Bliss=8.33, Synergy_Loewe=-13.9, Synergy_HSA=5.42. (6) Drug 1: CCC1(CC2CC(C3=C(CCN(C2)C1)C4=CC=CC=C4N3)(C5=C(C=C6C(=C5)C78CCN9C7C(C=CC9)(C(C(C8N6C)(C(=O)OC)O)OC(=O)C)CC)OC)C(=O)OC)O.OS(=O)(=O)O. Drug 2: C1=NC2=C(N1)C(=S)N=CN2. Cell line: SNB-75. Synergy scores: CSS=14.5, Synergy_ZIP=-6.66, Synergy_Bliss=-2.68, Synergy_Loewe=-3.03, Synergy_HSA=-2.89. (7) Drug 1: C1=NC(=NC(=O)N1C2C(C(C(O2)CO)O)O)N. Drug 2: C1=NNC2=C1C(=O)NC=N2. Cell line: NCIH23. Synergy scores: CSS=3.01, Synergy_ZIP=-0.878, Synergy_Bliss=2.21, Synergy_Loewe=-1.15, Synergy_HSA=0.232. (8) Drug 1: C1CCN(CC1)CCOC2=CC=C(C=C2)C(=O)C3=C(SC4=C3C=CC(=C4)O)C5=CC=C(C=C5)O. Drug 2: CCCS(=O)(=O)NC1=C(C(=C(C=C1)F)C(=O)C2=CNC3=C2C=C(C=N3)C4=CC=C(C=C4)Cl)F. Cell line: HCT116. Synergy scores: CSS=22.4, Synergy_ZIP=0.0546, Synergy_Bliss=-0.726, Synergy_Loewe=-2.62, Synergy_HSA=-3.07. (9) Drug 2: CCN(CC)CCCC(C)NC1=C2C=C(C=CC2=NC3=C1C=CC(=C3)Cl)OC. Drug 1: CS(=O)(=O)CCNCC1=CC=C(O1)C2=CC3=C(C=C2)N=CN=C3NC4=CC(=C(C=C4)OCC5=CC(=CC=C5)F)Cl. Synergy scores: CSS=22.9, Synergy_ZIP=-7.27, Synergy_Bliss=-5.39, Synergy_Loewe=-0.753, Synergy_HSA=0.715. Cell line: EKVX.